Dataset: Full USPTO retrosynthesis dataset with 1.9M reactions from patents (1976-2016). Task: Predict the reactants needed to synthesize the given product. (1) Given the product [F:1][C:2]1[CH:7]=[C:6]([C:8]([F:10])([F:11])[F:9])[CH:5]=[C:4]([C@@:12]([C:15]2[CH:16]=[CH:17][C:18]([F:21])=[CH:19][CH:20]=2)([N+:13]#[C-:14])[CH2:22][C:23]2[CH:28]=[CH:27][CH:26]=[CH:25][CH:24]=2)[CH:3]=1.[F:1][C:2]1[CH:7]=[C:6]([C:8]([F:10])([F:11])[F:9])[CH:5]=[C:4]([C@:12]([C:15]2[CH:16]=[CH:17][C:18]([F:21])=[CH:19][CH:20]=2)([N+:13]#[C-:14])[CH2:22][C:23]2[CH:28]=[CH:27][CH:26]=[CH:25][CH:24]=2)[CH:3]=1, predict the reactants needed to synthesize it. The reactants are: [F:1][C:2]1[CH:7]=[C:6]([C:8]([F:11])([F:10])[F:9])[CH:5]=[C:4]([CH:12]([C:15]2[CH:20]=[CH:19][C:18]([F:21])=[CH:17][CH:16]=2)[N+:13]#[C-:14])[CH:3]=1.[CH2:22](Br)[C:23]1[CH:28]=[CH:27][CH:26]=[CH:25][CH:24]=1.[OH-].[K+]. (2) Given the product [Cl:23][C:24]1[N:33]=[C:32]([N:34]2[CH2:38][CH2:37][C@H:36]([NH:39][CH2:40][CH3:41])[CH2:35]2)[C:31]2[C:26](=[C:27]([CH3:2])[CH:28]=[CH:29][CH:30]=2)[N:25]=1, predict the reactants needed to synthesize it. The reactants are: N[C:2]1C=C(C=C(N)C=1)C#N.FC(F)(F)C1C=C(N)C=C(N)C=1.[Cl:23][C:24]1[N:33]=[C:32]([N:34]2[CH2:38][CH2:37][C@H:36]([NH:39][C:40](=O)[CH3:41])[CH2:35]2)[C:31]2[C:26](=[CH:27][C:28](C(F)(F)F)=[CH:29][CH:30]=2)[N:25]=1. (3) Given the product [CH2:30]([N:8]([CH2:1][C:2]1[CH:7]=[CH:6][CH:5]=[CH:4][CH:3]=1)[C:9]([CH:11]1[CH2:23][C:22]2[C:21]3[C:16](=[CH:17][CH:18]=[CH:19][CH:20]=3)[N:15]([CH2:24][C:25]([OH:27])=[O:26])[C:14]=2[CH2:13][CH2:12]1)=[O:10])[C:31]1[CH:36]=[CH:35][CH:34]=[CH:33][CH:32]=1, predict the reactants needed to synthesize it. The reactants are: [CH2:1]([N:8]([CH2:30][C:31]1[CH:36]=[CH:35][CH:34]=[CH:33][CH:32]=1)[C:9]([CH:11]1[CH2:23][C:22]2[C:21]3[C:16](=[CH:17][CH:18]=[CH:19][CH:20]=3)[N:15]([CH2:24][C:25]([O:27]CC)=[O:26])[C:14]=2[CH2:13][CH2:12]1)=[O:10])[C:2]1[CH:7]=[CH:6][CH:5]=[CH:4][CH:3]=1.[OH-].[Na+]. (4) Given the product [C:1]([O:5][C:6]([N:8]1[CH2:13][CH2:12][CH2:11][CH2:10][CH:9]1[CH2:14][C:15]([O:17][CH2:19][C:20]([C:22]1[CH:27]=[CH:26][C:25]([F:28])=[CH:24][CH:23]=1)=[O:21])=[O:16])=[O:7])([CH3:4])([CH3:2])[CH3:3], predict the reactants needed to synthesize it. The reactants are: [C:1]([O:5][C:6]([N:8]1[CH2:13][CH2:12][CH2:11][CH2:10][CH:9]1[CH2:14][C:15]([OH:17])=[O:16])=[O:7])([CH3:4])([CH3:3])[CH3:2].Br[CH2:19][C:20]([C:22]1[CH:27]=[CH:26][C:25]([F:28])=[CH:24][CH:23]=1)=[O:21]. (5) Given the product [C:1]([C:3]1[CH:9]=[CH:8][C:6]([N:7]=[C:10]=[O:11])=[CH:5][CH:4]=1)#[CH:2], predict the reactants needed to synthesize it. The reactants are: [C:1]([C:3]1[CH:9]=[CH:8][C:6]([NH2:7])=[CH:5][CH:4]=1)#[CH:2].[C:10](N1C=CN=C1)(N1C=CN=C1)=[O:11]. (6) The reactants are: [Cl:1][C:2]1[S:6][C:5]([C:7]2[O:11][C:10](=[S:12])[NH:9][N:8]=2)=[CH:4][CH:3]=1.C([O-])(=O)C.[Na+].Cl[CH2:19][C:20]([NH:22][C:23]1[CH:28]=[CH:27][CH:26]=[CH:25][CH:24]=1)=[O:21]. Given the product [Cl:1][C:2]1[S:6][C:5]([C:7]2[O:11][C:10]([S:12][CH2:19][C:20]([NH:22][C:23]3[CH:28]=[CH:27][CH:26]=[CH:25][CH:24]=3)=[O:21])=[N:9][N:8]=2)=[CH:4][CH:3]=1, predict the reactants needed to synthesize it. (7) Given the product [F:8][C:9]1[CH:14]=[CH:13][CH:12]=[C:11]([F:15])[C:10]=1[NH:16][C:17]([NH:1][C:2]1[CH:7]=[CH:6][N:5]=[CH:4][CH:3]=1)=[O:18], predict the reactants needed to synthesize it. The reactants are: [NH2:1][C:2]1[CH:7]=[CH:6][N:5]=[CH:4][CH:3]=1.[F:8][C:9]1[CH:14]=[CH:13][CH:12]=[C:11]([F:15])[C:10]=1[N:16]=[C:17]=[O:18].